This data is from Catalyst prediction with 721,799 reactions and 888 catalyst types from USPTO. The task is: Predict which catalyst facilitates the given reaction. (1) Reactant: [OH:1][C:2]1([C:7]2[N:8]=[N:9][N:10]([CH2:12][C:13]([O:15]CC)=[O:14])[CH:11]=2)[CH2:6][CH2:5][CH2:4][CH2:3]1.[OH-].[Na+].C.OS([O-])(=O)=O.[Na+]. Product: [OH:1][C:2]1([C:7]2[N:8]=[N:9][N:10]([CH2:12][C:13]([OH:15])=[O:14])[CH:11]=2)[CH2:6][CH2:5][CH2:4][CH2:3]1. The catalyst class is: 238. (2) Reactant: [C:1]([C:5]1[CH:6]=[C:7]([NH:16][C:17]([NH:19][C:20]2[C:29]3[C:24](=[CH:25][CH:26]=[CH:27][CH:28]=3)[C:23]([O:30][C:31]3[CH:36]=[CH:35][N:34]=[C:33]([NH:37][C:38]4[CH:43]=[C:42]([O:44][CH2:45][CH2:46][O:47][CH2:48][CH2:49][O:50][CH2:51][CH2:52][O:53][CH3:54])[CH:41]=[C:40]([O:55][CH3:56])[CH:39]=4)[N:32]=3)=[CH:22][CH:21]=2)=[O:18])[C:8]([O:14][CH3:15])=[C:9]([CH:13]=1)[C:10]([OH:12])=O)([CH3:4])([CH3:3])[CH3:2].[CH3:57][O:58][CH2:59][CH2:60][NH2:61].C(N(CC)CC)C.C(P1(=O)OP(CCC)(=O)OP(CCC)(=O)O1)CC.CCOC(C)=O. Product: [C:1]([C:5]1[CH:6]=[C:7]([NH:16][C:17]([NH:19][C:20]2[C:29]3[C:24](=[CH:25][CH:26]=[CH:27][CH:28]=3)[C:23]([O:30][C:31]3[CH:36]=[CH:35][N:34]=[C:33]([NH:37][C:38]4[CH:43]=[C:42]([O:44][CH2:45][CH2:46][O:47][CH2:48][CH2:49][O:50][CH2:51][CH2:52][O:53][CH3:54])[CH:41]=[C:40]([O:55][CH3:56])[CH:39]=4)[N:32]=3)=[CH:22][CH:21]=2)=[O:18])[C:8]([O:14][CH3:15])=[C:9]([CH:13]=1)[C:10]([NH:61][CH2:60][CH2:59][O:58][CH3:57])=[O:12])([CH3:2])([CH3:3])[CH3:4]. The catalyst class is: 2. (3) Reactant: [CH2:1]([C@@H:8]1[CH2:12][O:11][C:10](=[O:13])[N:9]1[C:14](=[O:19])[CH2:15][CH:16]([CH3:18])[CH3:17])[C:2]1[CH:7]=[CH:6][CH:5]=[CH:4][CH:3]=1.C(N(C(C)C)CC)(C)C.[O:29]1[CH2:34]CCOO1.[Cl-].[NH4+]. Product: [CH2:1]([C@@H:8]1[CH2:12][O:11][C:10](=[O:13])[N:9]1[C:14](=[O:19])[C@@H:15]([CH2:34][OH:29])[CH:16]([CH3:17])[CH3:18])[C:2]1[CH:3]=[CH:4][CH:5]=[CH:6][CH:7]=1. The catalyst class is: 528. (4) Reactant: [Cl:1][C:2]1[CH:3]=[C:4]([C:12]2[N:16]=[CH:15][N:14](/[CH:17]=[CH:18]\[C:19]([NH:21][NH2:22])=[O:20])[N:13]=2)[CH:5]=[C:6]([O:8][CH:9]([CH3:11])[CH3:10])[CH:7]=1.[CH3:23]OC(OC)OC.CS(O)(=O)=O.CCOC(C)=O.CCCCCC. Product: [Cl:1][C:2]1[CH:3]=[C:4]([C:12]2[N:16]=[CH:15][N:14](/[CH:17]=[CH:18]\[C:19]3[O:20][CH:23]=[N:22][N:21]=3)[N:13]=2)[CH:5]=[C:6]([O:8][CH:9]([CH3:11])[CH3:10])[CH:7]=1. The catalyst class is: 1. (5) Reactant: Cl.[NH2:2][OH:3].C(=O)(O)[O-].[Na+].[OH:9][CH2:10][C:11]1[CH:18]=[CH:17][C:14]([C:15]#[N:16])=[CH:13][CH:12]=1. Product: [OH:3][NH:2][C:15](=[NH:16])[C:14]1[CH:17]=[CH:18][C:11]([CH2:10][OH:9])=[CH:12][CH:13]=1. The catalyst class is: 5. (6) Reactant: [N+:1]([C:4]1[CH:21]=[CH:20][C:7]2[CH2:8][CH2:9][CH2:10][N:11]([C:13]([O:15][C:16]([CH3:19])([CH3:18])[CH3:17])=[O:14])[CH2:12][C:6]=2[CH:5]=1)([O-])=O. Product: [NH2:1][C:4]1[CH:21]=[CH:20][C:7]2[CH2:8][CH2:9][CH2:10][N:11]([C:13]([O:15][C:16]([CH3:17])([CH3:19])[CH3:18])=[O:14])[CH2:12][C:6]=2[CH:5]=1. The catalyst class is: 50. (7) Reactant: [C:1]([NH:5][C:6]1[C:11]([CH3:12])=[CH:10][CH:9]=[CH:8][N:7]=1)([CH3:4])([CH3:3])[CH3:2].C[Mg]Cl.Cl[C:17]([O:19][CH3:20])=[O:18]. Product: [C:1]([N:5]([C:6]1[C:11]([CH3:12])=[CH:10][CH:9]=[CH:8][N:7]=1)[C:17](=[O:18])[O:19][CH3:20])([CH3:4])([CH3:3])[CH3:2]. The catalyst class is: 1. (8) Reactant: [N:1]1([C:6]2[S:7][CH:8]=[C:9]([C:11]3[C:12]([NH:25][C@@H:26]4[CH2:31][CH2:30][CH2:29][N:28](C(OC(C)(C)C)=O)[CH2:27]4)=[N:13][C:14]([N:19]4[CH2:24][CH2:23][O:22][CH2:21][CH2:20]4)=[N:15][C:16]=3[O:17]C)[N:10]=2)[CH:5]=[CH:4][CH:3]=[CH:2]1.[Na+].[I-].[Si](Cl)(C)(C)C. Product: [N:1]1([C:6]2[S:7][CH:8]=[C:9]([C:11]3[C:16](=[O:17])[NH:15][C:14]([N:19]4[CH2:24][CH2:23][O:22][CH2:21][CH2:20]4)=[N:13][C:12]=3[NH:25][C@@H:26]3[CH2:31][CH2:30][CH2:29][NH:28][CH2:27]3)[N:10]=2)[CH:5]=[CH:4][CH:3]=[CH:2]1. The catalyst class is: 23. (9) Reactant: ClC1C=CC=C(Cl)C=1C(Cl)=O.[Cl:12][C:13]1[CH:18]=[CH:17][CH:16]=[C:15]([Cl:19])[C:14]=1[C:20]([N:22]=[C:23]=[S:24])=[O:21].[CH3:25][O:26][C:27]1[CH:28]=[C:29]2[C:34](=[CH:35][C:36]=1[O:37][CH3:38])[N:33]=[CH:32][CH:31]=[C:30]2[O:39][C:40]1[CH:46]=[CH:45][C:43]([NH2:44])=[C:42]([F:47])[CH:41]=1.C1(C)C=CC=CC=1. Product: [Cl:12][C:13]1[CH:18]=[CH:17][CH:16]=[C:15]([Cl:19])[C:14]=1[C:20]([N:22]=[C:23]=[S:24])=[O:21].[Cl:12][C:13]1[CH:18]=[CH:17][CH:16]=[C:15]([Cl:19])[C:14]=1[C:20]([NH:22][C:23]([NH:44][C:43]1[CH:45]=[CH:46][C:40]([O:39][C:30]2[C:29]3[C:34](=[CH:35][C:36]([O:37][CH3:38])=[C:27]([O:26][CH3:25])[CH:28]=3)[N:33]=[CH:32][CH:31]=2)=[CH:41][C:42]=1[F:47])=[S:24])=[O:21]. The catalyst class is: 8.